Task: Predict which catalyst facilitates the given reaction.. Dataset: Catalyst prediction with 721,799 reactions and 888 catalyst types from USPTO (1) Reactant: [Cl:1][C:2]1[CH:7]=[CH:6][C:5]([CH2:8][NH:9][C:10]([C:12]2[N:13]=[CH:14][N:15](C(C3C=CC=CC=3)(C3C=CC=CC=3)C3C=CC=CC=3)[CH:16]=2)=[O:11])=[C:4]([F:36])[C:3]=1[O:37][C:38]1[CH:43]=[C:42]([C:44]#[N:45])[CH:41]=[C:40]([Cl:46])[CH:39]=1.[C:47]([OH:53])([C:49]([F:52])([F:51])[F:50])=[O:48]. Product: [F:50][C:49]([F:52])([F:51])[C:47]([OH:53])=[O:48].[Cl:1][C:2]1[CH:7]=[CH:6][C:5]([CH2:8][NH:9][C:10]([C:12]2[N:13]=[CH:14][NH:15][CH:16]=2)=[O:11])=[C:4]([F:36])[C:3]=1[O:37][C:38]1[CH:43]=[C:42]([C:44]#[N:45])[CH:41]=[C:40]([Cl:46])[CH:39]=1. The catalyst class is: 2. (2) Reactant: [CH2:1]([NH:3][C:4]([NH:6][C:7]1[N:8]=[C:9]2[CH:14]=[C:13]([C:15]3[CH:16]=[N:17][CH:18]=[CH:19][CH:20]=3)[CH:12]=[CH:11][N:10]2[CH:21]=1)=[O:5])[CH3:2].C1(C)C=CC(S([Cl:31])(=O)=O)=CC=1.CCN(CC)CC.O. Product: [Cl:31][C:21]1[N:10]2[CH:11]=[CH:12][C:13]([C:15]3[CH:16]=[N:17][CH:18]=[CH:19][CH:20]=3)=[CH:14][C:9]2=[N:8][C:7]=1[NH:6][C:4]([NH:3][CH2:1][CH3:2])=[O:5]. The catalyst class is: 17. (3) Reactant: [Cl:1][C:2]1[CH:7]=[CH:6][C:5]([O:8][CH3:9])=[CH:4][C:3]=1[F:10].C(NC(C)C)(C)C.[Li].CN(C)[CH:21]=[O:22].C(O)(=O)C. Product: [Cl:1][C:2]1[C:3]([F:10])=[C:4]([C:5]([O:8][CH3:9])=[CH:6][CH:7]=1)[CH:21]=[O:22]. The catalyst class is: 30. (4) Reactant: [CH3:1][NH:2][S:3]([C:6]1[CH:11]=[CH:10][C:9]([CH3:12])=[CH:8][CH:7]=1)(=[O:5])=[O:4].CC(C)([O-])C.[Na+].Cl[C:20]1[CH:25]=[C:24]([C:26]2[CH:38]=[CH:37][C:29]3[N:30]=[C:31]([NH:33][C:34](=[O:36])[CH3:35])[S:32][C:28]=3[CH:27]=2)[CH:23]=[CH:22][N:21]=1.CC1(C)C2C(=C(P(C3C=CC=CC=3)C3C=CC=CC=3)C=CC=2)OC2C(P(C3C=CC=CC=3)C3C=CC=CC=3)=CC=CC1=2. Product: [CH3:1][N:2]([C:20]1[CH:25]=[C:24]([C:26]2[CH:38]=[CH:37][C:29]3[N:30]=[C:31]([NH:33][C:34](=[O:36])[CH3:35])[S:32][C:28]=3[CH:27]=2)[CH:23]=[CH:22][N:21]=1)[S:3]([C:6]1[CH:11]=[CH:10][C:9]([CH3:12])=[CH:8][CH:7]=1)(=[O:4])=[O:5]. The catalyst class is: 274.